Regression/Classification. Given a drug SMILES string, predict its absorption, distribution, metabolism, or excretion properties. Task type varies by dataset: regression for continuous measurements (e.g., permeability, clearance, half-life) or binary classification for categorical outcomes (e.g., BBB penetration, CYP inhibition). Dataset: cyp3a4_veith. From a dataset of CYP3A4 inhibition data for predicting drug metabolism from PubChem BioAssay. (1) The drug is O=C(Nc1ccc(Nc2ccc3c(c2)C(=O)c2ccccc2C3=O)c2c1C(=O)c1ccccc1C2=O)c1ccccc1. The result is 0 (non-inhibitor). (2) The molecule is COc1cc(-c2cc(-c3ccccc3)nc(SCC(=O)Nc3nccs3)c2C#N)cc(OC)c1OC. The result is 1 (inhibitor). (3) The compound is CC1(C)CCC(NC(=O)[C@H](N)CCC(=O)O)CC1. The result is 0 (non-inhibitor). (4) The molecule is CCOC(=O)c1ccc(Cl)c(NC(=O)c2ccc(-c3ccccc3)cc2)c1. The result is 0 (non-inhibitor).